From a dataset of Experimentally validated miRNA-target interactions with 360,000+ pairs, plus equal number of negative samples. Binary Classification. Given a miRNA mature sequence and a target amino acid sequence, predict their likelihood of interaction. (1) The miRNA is hsa-miR-551b-3p with sequence GCGACCCAUACUUGGUUUCAG. The protein sequence of the target gene is MRLGKPKGGISRSASQGKAYESKRKTARQRQKWGVAIRFDSGLSRRRRNVDEKPYKCAKCSKSFSQSSTLFQHKKIHTGKKSHKCADCGKSFFQSSNLIQHRRIHTGEKPYKCDECGERFKQSSNLIQHQRIHTGEKPYCCDECGRCFSQSSHLIQHQRTHTGEKPYQCEECDKCFSQSSHLRQHMKVHKEKKPHKRGKNARVKTHPVSWKRGKGRKAVAGIRQVKGATSGLFKKKK. Result: 0 (no interaction). (2) The miRNA is mmu-miR-1198-5p with sequence UAUGUGUUCCUGGCUGGCUUGG. The protein sequence of the target gene is MVMEMSKTYQYRKVMKPLLERKRRARINKCLDDLKDLMVECLQQEGEHVTRLEKADILELTVDHMRKLKQRGGLSLQGVVAGVGSPPTSTSTAHVESFRSGYVHAADQITQVLLQTQQTDEIGRKIMKFLSTRLIELQTQLLQQQQQQQQHQQQQIPQSSGRLAFPLLGGYGPAAAAAAISYSSFLTSKDELIDVTSVDGNALSETASVSSQESGASEPVWRPW. Result: 0 (no interaction).